This data is from Forward reaction prediction with 1.9M reactions from USPTO patents (1976-2016). The task is: Predict the product of the given reaction. (1) Given the reactants [CH:1]1([NH2:7])[CH2:6][CH2:5][CH2:4][CH2:3][CH2:2]1.C([O:10][C:11]([C:13]1[C:14](=[O:31])[N:15]([CH2:24][C:25]2[CH:30]=[CH:29][CH:28]=[CH:27][CH:26]=2)[C:16]2[C:21]([C:22]=1[OH:23])=[CH:20][CH:19]=[CH:18][N:17]=2)=O)C, predict the reaction product. The product is: [CH:1]1([NH:7][C:11]([C:13]2[C:14](=[O:31])[N:15]([CH2:24][C:25]3[CH:30]=[CH:29][CH:28]=[CH:27][CH:26]=3)[C:16]3[C:21]([C:22]=2[OH:23])=[CH:20][CH:19]=[CH:18][N:17]=3)=[O:10])[CH2:6][CH2:5][CH2:4][CH2:3][CH2:2]1. (2) Given the reactants C(C1[CH:24]=[CH:23][C:6]([CH2:7][S:8][C:9]2[CH:10]=[C:11]([O:19][CH2:20][O:21][CH3:22])[C:12](=[O:18])[N:13]([CH2:15][O:16][CH3:17])[CH:14]=2)=[CH:5][CH:4]=1)C.CC1C(CCl)=C(C)[O:28][N:27]=1, predict the reaction product. The product is: [CH3:4][C:5]1[C:6]([CH2:7][S:8][C:9]2[CH:10]=[C:11]([O:19][CH2:20][O:21][CH3:22])[C:12](=[O:18])[N:13]([CH2:15][O:16][CH3:17])[CH:14]=2)=[C:23]([CH3:24])[O:28][N:27]=1. (3) The product is: [Cl:32][C:33]1[CH:38]=[CH:37][CH:36]=[C:35]([Cl:39])[C:34]=1[S:40][CH2:18][C:9]1[N:8]([C:5]2[CH:6]=[CH:7][C:2]([F:1])=[CH:3][CH:4]=2)[C:12]([C:13]([O:15][CH2:16][CH3:17])=[O:14])=[CH:11][N:10]=1. Given the reactants [F:1][C:2]1[CH:7]=[CH:6][C:5]([N:8]2[C:12]([C:13]([O:15][CH2:16][CH3:17])=[O:14])=[CH:11][N:10]=[C:9]2[CH2:18]O)=[CH:4][CH:3]=1.C(N(CC)CC)C.CS(Cl)(=O)=O.[Cl:32][C:33]1[CH:38]=[CH:37][CH:36]=[C:35]([Cl:39])[C:34]=1[SH:40].C(=O)([O-])[O-].[Cs+].[Cs+], predict the reaction product. (4) Given the reactants CS[C:3](=[NH:5])[NH2:4].Cl[C:7]([O:9][CH2:10][CH3:11])=[O:8].[OH-].[Na+].N[C:15]1[C:20]([NH2:21])=[CH:19][C:18]([C:22]2[CH:23]=[N:24][CH:25]=[CH:26][CH:27]=2)=[CH:17][C:16]=1[C:28](=[O:31])[CH2:29][CH3:30], predict the reaction product. The product is: [CH2:10]([O:9][C:7](=[O:8])[NH:4][C:3]1[NH:5][C:15]2[C:16]([C:28](=[O:31])[CH2:29][CH3:30])=[CH:17][C:18]([C:22]3[CH:23]=[N:24][CH:25]=[CH:26][CH:27]=3)=[CH:19][C:20]=2[N:21]=1)[CH3:11]. (5) Given the reactants [F:1][C:2]1[CH:3]=[C:4]([CH:9]2[C:16]3[CH:15]=[C:14]([C:17]([O:19]C)=[O:18])[NH:13][C:12]=3[CH2:11][CH2:10]2)[CH:5]=[C:6]([F:8])[CH:7]=1.O.[OH-].[Li+].O, predict the reaction product. The product is: [F:1][C:2]1[CH:3]=[C:4]([CH:9]2[C:16]3[CH:15]=[C:14]([C:17]([OH:19])=[O:18])[NH:13][C:12]=3[CH2:11][CH2:10]2)[CH:5]=[C:6]([F:8])[CH:7]=1. (6) Given the reactants [CH3:1]CN(C(C)C)C(C)C.[Cl:10][C:11]1[C:16]([CH:17]=[O:18])=[C:15](Cl)[N:14]=[CH:13][N:12]=1.C[CH:21]([SH:25])[C:22]([O-:24])=[O:23], predict the reaction product. The product is: [Cl:10][C:11]1[N:12]=[CH:13][N:14]=[C:15]([S:25][CH2:21][C:22]([O:24][CH3:1])=[O:23])[C:16]=1[CH:17]=[O:18].